This data is from NCI-60 drug combinations with 297,098 pairs across 59 cell lines. The task is: Regression. Given two drug SMILES strings and cell line genomic features, predict the synergy score measuring deviation from expected non-interaction effect. (1) Drug 1: COC1=NC(=NC2=C1N=CN2C3C(C(C(O3)CO)O)O)N. Drug 2: CCN(CC)CCCC(C)NC1=C2C=C(C=CC2=NC3=C1C=CC(=C3)Cl)OC. Cell line: HOP-62. Synergy scores: CSS=1.81, Synergy_ZIP=1.29, Synergy_Bliss=5.50, Synergy_Loewe=-15.2, Synergy_HSA=2.19. (2) Drug 1: CN(CCCl)CCCl.Cl. Drug 2: COCCOC1=C(C=C2C(=C1)C(=NC=N2)NC3=CC=CC(=C3)C#C)OCCOC.Cl. Cell line: EKVX. Synergy scores: CSS=12.5, Synergy_ZIP=-4.72, Synergy_Bliss=-2.79, Synergy_Loewe=2.63, Synergy_HSA=3.21. (3) Drug 1: C1C(C(OC1N2C=C(C(=O)NC2=O)F)CO)O. Drug 2: CC1=C2C(C(=O)C3(C(CC4C(C3C(C(C2(C)C)(CC1OC(=O)C(C(C5=CC=CC=C5)NC(=O)C6=CC=CC=C6)O)O)OC(=O)C7=CC=CC=C7)(CO4)OC(=O)C)O)C)OC(=O)C. Cell line: NCI-H322M. Synergy scores: CSS=-0.444, Synergy_ZIP=1.04, Synergy_Bliss=-4.21, Synergy_Loewe=-12.6, Synergy_HSA=-11.9.